The task is: Regression. Given two drug SMILES strings and cell line genomic features, predict the synergy score measuring deviation from expected non-interaction effect.. This data is from NCI-60 drug combinations with 297,098 pairs across 59 cell lines. (1) Drug 1: CC1CCC2CC(C(=CC=CC=CC(CC(C(=O)C(C(C(=CC(C(=O)CC(OC(=O)C3CCCCN3C(=O)C(=O)C1(O2)O)C(C)CC4CCC(C(C4)OC)OCCO)C)C)O)OC)C)C)C)OC. Drug 2: CC1C(C(CC(O1)OC2CC(CC3=C2C(=C4C(=C3O)C(=O)C5=C(C4=O)C(=CC=C5)OC)O)(C(=O)CO)O)N)O.Cl. Cell line: M14. Synergy scores: CSS=41.2, Synergy_ZIP=-3.57, Synergy_Bliss=-1.08, Synergy_Loewe=0.977, Synergy_HSA=2.47. (2) Drug 1: COC1=CC(=CC(=C1O)OC)C2C3C(COC3=O)C(C4=CC5=C(C=C24)OCO5)OC6C(C(C7C(O6)COC(O7)C8=CC=CS8)O)O. Drug 2: C1=CC=C(C(=C1)C(C2=CC=C(C=C2)Cl)C(Cl)Cl)Cl. Cell line: SK-MEL-28. Synergy scores: CSS=17.2, Synergy_ZIP=-6.03, Synergy_Bliss=4.33, Synergy_Loewe=-20.8, Synergy_HSA=4.32. (3) Drug 1: C1=CN(C(=O)N=C1N)C2C(C(C(O2)CO)O)O.Cl. Drug 2: CC1C(C(CC(O1)OC2CC(CC3=C2C(=C4C(=C3O)C(=O)C5=C(C4=O)C(=CC=C5)OC)O)(C(=O)CO)O)N)O.Cl. Cell line: KM12. Synergy scores: CSS=32.3, Synergy_ZIP=-7.71, Synergy_Bliss=-6.82, Synergy_Loewe=-11.5, Synergy_HSA=-1.66. (4) Drug 1: C1C(C(OC1N2C=NC3=C(N=C(N=C32)Cl)N)CO)O. Drug 2: CNC(=O)C1=NC=CC(=C1)OC2=CC=C(C=C2)NC(=O)NC3=CC(=C(C=C3)Cl)C(F)(F)F. Cell line: U251. Synergy scores: CSS=11.8, Synergy_ZIP=-0.0124, Synergy_Bliss=2.57, Synergy_Loewe=-16.2, Synergy_HSA=0.340. (5) Drug 1: CC1=CC2C(CCC3(C2CCC3(C(=O)C)OC(=O)C)C)C4(C1=CC(=O)CC4)C. Drug 2: CN(C)C1=NC(=NC(=N1)N(C)C)N(C)C. Cell line: HCT-15. Synergy scores: CSS=-1.71, Synergy_ZIP=1.46, Synergy_Bliss=2.97, Synergy_Loewe=-1.59, Synergy_HSA=-0.941.